Dataset: Forward reaction prediction with 1.9M reactions from USPTO patents (1976-2016). Task: Predict the product of the given reaction. (1) The product is: [NH:11]1[CH:12]=[C:8]([C:4]2[CH:3]=[C:2]([CH:7]=[CH:6][CH:5]=2)[O:1][CH2:27][C:28]([O:30][CH3:31])=[O:29])[N:9]=[CH:10]1. Given the reactants [OH:1][C:2]1[CH:3]=[C:4]([C:8]2[N:9]=[CH:10][N:11](C(OC(C)(C)C)=O)[CH:12]=2)[CH:5]=[CH:6][CH:7]=1.C(=O)([O-])[O-].[K+].[K+].Br[CH2:27][C:28]([O:30][CH3:31])=[O:29], predict the reaction product. (2) Given the reactants [F:1][CH:2]([F:29])[O:3][C:4]1[CH:9]=[CH:8][C:7]([N:10]([CH2:17][C:18]2[CH:27]=[C:21]3[C:22](=[O:26])[NH:23][CH2:24][CH2:25][N:20]3[N:19]=2)C(=O)C(F)(F)F)=[C:6]([F:28])[CH:5]=1.[F:30][C:31]1[CH:32]=[C:33](Br)[CH:34]=[CH:35][CH:36]=1.C(=O)([O-])[O-].[K+].[K+].CNCCNC, predict the reaction product. The product is: [F:29][CH:2]([F:1])[O:3][C:4]1[CH:9]=[CH:8][C:7]([NH:10][CH2:17][C:18]2[CH:27]=[C:21]3[C:22](=[O:26])[N:23]([C:35]4[CH:34]=[CH:33][CH:32]=[C:31]([F:30])[CH:36]=4)[CH2:24][CH2:25][N:20]3[N:19]=2)=[C:6]([F:28])[CH:5]=1. (3) Given the reactants CN(C=O)C.N1C=CN=C1.[OH:11][CH2:12]/[CH:13]=[C:14](/[CH3:21])\[CH2:15][CH2:16][CH:17]=[C:18]([CH3:20])[CH3:19].[CH3:22][C:23]([Si:26](Cl)([C:33]1[CH:38]=[CH:37][CH:36]=[CH:35][CH:34]=1)[C:27]1[CH:32]=[CH:31][CH:30]=[CH:29][CH:28]=1)([CH3:25])[CH3:24], predict the reaction product. The product is: [Si:26]([O:11][CH2:12]/[CH:13]=[C:14](\[CH2:15][CH2:16][CH:17]=[C:18]([CH3:20])[CH3:19])/[CH3:21])([C:23]([CH3:25])([CH3:24])[CH3:22])([C:33]1[CH:34]=[CH:35][CH:36]=[CH:37][CH:38]=1)[C:27]1[CH:32]=[CH:31][CH:30]=[CH:29][CH:28]=1. (4) Given the reactants B(Br)(Br)Br.C[O:6][C:7]1[CH:8]=[C:9]([C:14]([C@@H:16]2[C@:25]3([CH3:26])[C@H:20]([C:21]([CH3:28])([CH3:27])[CH2:22][CH2:23][CH2:24]3)[CH2:19][C@@H:18]([NH2:29])[C@H:17]2[CH3:30])=[O:15])[CH:10]=[C:11]([CH3:13])[CH:12]=1, predict the reaction product. The product is: [NH2:29][C@@H:18]1[CH2:19][C@@H:20]2[C@:25]([CH3:26])([CH2:24][CH2:23][CH2:22][C:21]2([CH3:27])[CH3:28])[C@@H:16]([C:14]([C:9]2[CH:8]=[C:7]([OH:6])[CH:12]=[C:11]([CH3:13])[CH:10]=2)=[O:15])[C@@H:17]1[CH3:30]. (5) Given the reactants [CH3:1][C:2]1[O:6][N:5]=[C:4]([C:7]2[CH:12]=[CH:11][CH:10]=[CH:9][CH:8]=2)[C:3]=1[C:13]([NH:15][NH2:16])=[O:14].[F:17][C:18]1[CH:19]=[C:20]([CH:24]=[CH:25][CH:26]=1)[C:21](O)=O, predict the reaction product. The product is: [F:17][C:18]1[CH:19]=[C:20]([C:21]2[O:14][C:13]([C:3]3[C:4]([C:7]4[CH:12]=[CH:11][CH:10]=[CH:9][CH:8]=4)=[N:5][O:6][C:2]=3[CH3:1])=[N:15][N:16]=2)[CH:24]=[CH:25][CH:26]=1. (6) Given the reactants C([Li])CCC.[Cl:6][C:7]1[CH:12]=[C:11]([Cl:13])[CH:10]=[CH:9][C:8]=1[C:14]([F:17])([F:16])[F:15].[B:18](OC)([O:21]C)[O:19]C, predict the reaction product. The product is: [Cl:6][C:7]1[C:8]([C:14]([F:17])([F:15])[F:16])=[CH:9][CH:10]=[C:11]([Cl:13])[C:12]=1[B:18]([OH:21])[OH:19]. (7) Given the reactants Br[C:2]1[CH:3]=[C:4]2[C@@:15]3([CH2:19][O:18][C:17]([NH2:20])=[N:16]3)[C:14]3[CH:13]=[C:12](Cl)[N:11]=[C:10]([F:22])[C:9]=3[O:8][C:5]2=[CH:6][CH:7]=1.[C:23]([C:25]1[CH:26]=[C:27](B(O)O)[CH:28]=[CH:29][CH:30]=1)#[N:24].[NH:34]1[CH2:39][CH2:38][O:37][CH2:36][CH2:35]1, predict the reaction product. The product is: [NH2:20][C:17]1[O:18][CH2:19][C@:15]2([C:14]3[CH:13]=[C:12]([N:34]4[CH2:39][CH2:38][O:37][CH2:36][CH2:35]4)[N:11]=[C:10]([F:22])[C:9]=3[O:8][C:5]3[C:4]2=[CH:3][C:2]([C:29]2[CH:30]=[C:25]([CH:26]=[CH:27][CH:28]=2)[C:23]#[N:24])=[CH:7][CH:6]=3)[N:16]=1. (8) Given the reactants [CH2:1]([O:3][C:4]([C@@H:6]1[CH2:10][CH:9](OS(C)(=O)=O)[CH2:8][C@H:7]1[C:16](=[O:23])[NH:17][C:18]1([C:21]#[N:22])[CH2:20][CH2:19]1)=[O:5])[CH3:2].[C:24]1([SH:30])[CH:29]=[CH:28][CH:27]=[CH:26][CH:25]=1, predict the reaction product. The product is: [CH2:1]([O:3][C:4]([C@@H:6]1[CH2:10][C@H:9]([S:30][C:24]2[CH:29]=[CH:28][CH:27]=[CH:26][CH:25]=2)[CH2:8][C@H:7]1[C:16](=[O:23])[NH:17][C:18]1([C:21]#[N:22])[CH2:19][CH2:20]1)=[O:5])[CH3:2].